From a dataset of Reaction yield outcomes from USPTO patents with 853,638 reactions. Predict the reaction yield, written as a fraction of the theoretical maximum amount of product (1.0 means a 100% yield; for example, 0.34 means a 34% yield). (1) The reactants are [CH3:1][C:2]1[C:10]2[C:5](=[CH:6][C:7]([NH2:11])=[CH:8][CH:9]=2)[NH:4][N:3]=1.C([O-])(O)=O.[Na+].[Cl:17][C:18]1[N:23]=[C:22](Cl)[CH:21]=[CH:20][N:19]=1. The catalyst is C1COCC1.C(O)C. The product is [Cl:17][C:18]1[N:23]=[C:22]([NH:11][C:7]2[CH:6]=[C:5]3[C:10]([C:2]([CH3:1])=[N:3][NH:4]3)=[CH:9][CH:8]=2)[CH:21]=[CH:20][N:19]=1. The yield is 0.890. (2) The reactants are C(O)(C(F)(F)F)=O.[CH3:8][Si:9]([CH3:26])([CH:24]=[CH2:25])[C:10]1[CH:15]=[CH:14][C:13]([NH:16]C(=O)OC(C)(C)C)=[CH:12][CH:11]=1. The catalyst is C(Cl)Cl. The product is [CH3:8][Si:9]([CH3:26])([CH:24]=[CH2:25])[C:10]1[CH:15]=[CH:14][C:13]([NH2:16])=[CH:12][CH:11]=1. The yield is 0.720.